This data is from Reaction yield outcomes from USPTO patents with 853,638 reactions. The task is: Predict the reaction yield, written as a fraction of the theoretical maximum amount of product (1.0 means a 100% yield; for example, 0.34 means a 34% yield). The reactants are [CH2:1]([C@H:3]1[CH2:7][NH:6][CH2:5][C@H:4]1[C:8]([O:10]CC)=[O:9])[CH3:2].Cl.C([O-])([O-])=O.[Na+].[Na+].[C:20](O[C:20]([O:22][C:23]([CH3:26])([CH3:25])[CH3:24])=[O:21])([O:22][C:23]([CH3:26])([CH3:25])[CH3:24])=[O:21]. No catalyst specified. The product is [C:23]([O:22][C:20]([N:6]1[CH2:7][C@H:3]([CH2:1][CH3:2])[C@H:4]([C:8]([OH:10])=[O:9])[CH2:5]1)=[O:21])([CH3:26])([CH3:25])[CH3:24]. The yield is 0.320.